This data is from Peptide-MHC class I binding affinity with 185,985 pairs from IEDB/IMGT. The task is: Regression. Given a peptide amino acid sequence and an MHC pseudo amino acid sequence, predict their binding affinity value. This is MHC class I binding data. The peptide sequence is VTVTNVLLY. The MHC is HLA-A23:01 with pseudo-sequence HLA-A23:01. The binding affinity (normalized) is 0.0945.